This data is from Reaction yield outcomes from USPTO patents with 853,638 reactions. The task is: Predict the reaction yield, written as a fraction of the theoretical maximum amount of product (1.0 means a 100% yield; for example, 0.34 means a 34% yield). (1) The reactants are [CH3:1][O:2][C:3]1[C:8]2[CH2:9][CH2:10][CH:11]([NH:14][CH2:15][C:16]([F:19])([F:18])[F:17])[CH2:12][CH2:13][C:7]=2[CH:6]=[CH:5][C:4]=1[NH2:20].Cl[C:22]1[N:27]=[C:26]([NH:28][C:29]2[CH:34]=[CH:33][CH:32]=[CH:31][C:30]=2[N:35]2[CH:39]=[CH:38][CH:37]=[N:36]2)[C:25]([Cl:40])=[CH:24][N:23]=1. No catalyst specified. The product is [Cl:40][C:25]1[C:26]([NH:28][C:29]2[CH:34]=[CH:33][CH:32]=[CH:31][C:30]=2[N:35]2[CH:39]=[CH:38][CH:37]=[N:36]2)=[N:27][C:22]([NH:20][C:4]2[CH:5]=[CH:6][C:7]3[CH2:13][CH2:12][CH:11]([NH:14][CH2:15][C:16]([F:18])([F:17])[F:19])[CH2:10][CH2:9][C:8]=3[C:3]=2[O:2][CH3:1])=[N:23][CH:24]=1. The yield is 0.630. (2) The reactants are [N:1]([CH2:4][CH2:5][CH2:6][OH:7])=[N+:2]=[N-:3].C(N(CC)CC)C.[S:15](Cl)([C:18]1[CH:24]=[CH:23][C:21]([CH3:22])=[CH:20][CH:19]=1)(=[O:17])=[O:16]. The catalyst is ClCCl. The product is [C:21]1([CH3:22])[CH:23]=[CH:24][C:18]([S:15]([O:7][CH2:6][CH2:5][CH2:4][N:1]=[N+:2]=[N-:3])(=[O:17])=[O:16])=[CH:19][CH:20]=1. The yield is 0.800.